This data is from Reaction yield outcomes from USPTO patents with 853,638 reactions. The task is: Predict the reaction yield, written as a fraction of the theoretical maximum amount of product (1.0 means a 100% yield; for example, 0.34 means a 34% yield). (1) The reactants are [Br:1][C:2]1[CH:10]=[C:9]2[C:5]([C:6]3[CH2:14][CH2:13][NH:12][CH2:11][C:7]=3[NH:8]2)=[CH:4][CH:3]=1.[CH3:15][C:16]([O:19][C:20](O[C:20]([O:19][C:16]([CH3:18])([CH3:17])[CH3:15])=[O:21])=[O:21])([CH3:18])[CH3:17]. The yield is 0.270. The product is [Br:1][C:2]1[CH:10]=[C:9]2[C:5]([C:6]3[CH2:14][CH2:13][N:12]([C:20]([O:19][C:16]([CH3:18])([CH3:17])[CH3:15])=[O:21])[CH2:11][C:7]=3[NH:8]2)=[CH:4][CH:3]=1. The catalyst is C(Cl)Cl.C1COCC1.CN(C)C1C=CN=CC=1. (2) The reactants are [F:1][C:2]1([F:60])[CH2:7][CH2:6][CH:5]([C:8]2[C:17]3[CH:16]([O:18]CC4C=CC(OC)=CC=4)[CH2:15][C:14]([CH3:29])([CH3:28])[CH2:13][C:12]=3[N:11]=[C:10]([CH:30]3[CH2:35][CH2:34][N:33]([C:36]4[N:41]=[CH:40][C:39]([CH:42](O)[CH2:43][CH:44]([CH3:46])[CH3:45])=[CH:38][N:37]=4)[CH2:32][CH2:31]3)[C:9]=2[CH:48]([F:59])[C:49]2[CH:54]=[CH:53][C:52]([C:55]([F:58])([F:57])[F:56])=[CH:51][CH:50]=2)[CH2:4][CH2:3]1.Cl.C(=O)([O-])O.[Na+]. The catalyst is O1CCOCC1. The product is [F:60][C:2]1([F:1])[CH2:3][CH2:4][CH:5]([C:8]2[C:17]3[CH:16]([OH:18])[CH2:15][C:14]([CH3:28])([CH3:29])[CH2:13][C:12]=3[N:11]=[C:10]([CH:30]3[CH2:31][CH2:32][N:33]([C:36]4[N:41]=[CH:40][C:39](/[CH:42]=[CH:43]/[CH:44]([CH3:45])[CH3:46])=[CH:38][N:37]=4)[CH2:34][CH2:35]3)[C:9]=2[CH:48]([F:59])[C:49]2[CH:50]=[CH:51][C:52]([C:55]([F:56])([F:58])[F:57])=[CH:53][CH:54]=2)[CH2:6][CH2:7]1. The yield is 0.730. (3) The reactants are [C:1](=[O:8])([O:5][CH2:6][CH3:7])OCC.[H-].[Na+].[Cl:11][C:12]1[CH:13]=[C:14]([CH2:19][C:20]#[N:21])[CH:15]=[CH:16][C:17]=1[Cl:18].Cl. The catalyst is C1(C)C=CC=CC=1.O. The product is [C:20]([CH:19]([C:14]1[CH:15]=[CH:16][C:17]([Cl:18])=[C:12]([Cl:11])[CH:13]=1)[C:1]([O:5][CH2:6][CH3:7])=[O:8])#[N:21]. The yield is 0.850.